This data is from Reaction yield outcomes from USPTO patents with 853,638 reactions. The task is: Predict the reaction yield, written as a fraction of the theoretical maximum amount of product (1.0 means a 100% yield; for example, 0.34 means a 34% yield). The reactants are [NH:1]([C:3]([O:5][C:6]([CH3:9])([CH3:8])[CH3:7])=[O:4])[NH2:2].[F:10][C:11]([F:17])([F:16])[CH2:12][N:13]=[C:14]=[O:15].C1COCC1. The catalyst is C1C=CC=CC=1. The product is [F:10][C:11]([F:17])([F:16])[CH2:12][NH:13][C:14]([NH:2][NH:1][C:3]([O:5][C:6]([CH3:9])([CH3:8])[CH3:7])=[O:4])=[O:15]. The yield is 0.790.